This data is from Forward reaction prediction with 1.9M reactions from USPTO patents (1976-2016). The task is: Predict the product of the given reaction. (1) Given the reactants C(O)(C(F)(F)F)=[O:2].[Cl:8][C:9]1[CH:39]=[CH:38][C:12]([NH:13][C:14]2[C:23]3[C:18](=[CH:19][C:20]([O:26][CH2:27][CH2:28][N:29](C)[C:30](OC(C)(C)C)=O)=[C:21]([O:24][CH3:25])[CH:22]=3)[N:17]=[CH:16][N:15]=2)=[C:11]([F:40])[CH:10]=1.C1(C)C=CC=CC=1, predict the reaction product. The product is: [OH2:2].[ClH:8].[Cl:8][C:9]1[CH:39]=[CH:38][C:12]([NH:13][C:14]2[C:23]3[C:18](=[CH:19][C:20]([O:26][CH2:27][CH2:28][NH:29][CH3:30])=[C:21]([O:24][CH3:25])[CH:22]=3)[N:17]=[CH:16][N:15]=2)=[C:11]([F:40])[CH:10]=1. (2) The product is: [CH3:20][C:21]1[CH:30]=[C:29]([NH:31][C:32]2[CH:33]=[C:34]([CH:39]=[CH:40][CH:41]=2)[C:35]([NH:15][NH:14][C:12](=[O:13])[CH2:11][N:2]2[CH2:3][CH2:4][C:5]3[C:10](=[CH:9][CH:8]=[CH:7][CH:6]=3)[CH2:1]2)=[O:36])[C:28]2[C:23](=[CH:24][CH:25]=[CH:26][CH:27]=2)[N:22]=1. Given the reactants [CH2:1]1[C:10]2[C:5](=[CH:6][CH:7]=[CH:8][CH:9]=2)[CH2:4][CH2:3][N:2]1[CH2:11][C:12]([NH:14][NH2:15])=[O:13].C[Al](C)C.[CH3:20][C:21]1[CH:30]=[C:29]([NH:31][C:32]2[CH:33]=[C:34]([CH:39]=[CH:40][CH:41]=2)[C:35](OC)=[O:36])[C:28]2[C:23](=[CH:24][CH:25]=[CH:26][CH:27]=2)[N:22]=1, predict the reaction product. (3) Given the reactants [C:1]([C@:3]1([CH2:24][O:25][CH2:26][C:27]2[CH:32]=[CH:31][CH:30]=[CH:29][CH:28]=2)[O:11][CH:6](OC(=O)C)[C@H:5]([O:12][C:13](=[O:15])[CH3:14])[C@@H:4]1[O:16][CH2:17][C:18]1[CH:23]=[CH:22][CH:21]=[CH:20][CH:19]=1)#[CH:2].[NH:33]1[CH:40]=[CH:39][C:37](=[O:38])[NH:36][C:34]1=[O:35].C/C(/O[Si](C)(C)C)=N\[Si](C)(C)C.FC(F)(F)S(O[Si](C)(C)C)(=O)=O.C(=O)([O-])O.[Na+], predict the reaction product. The product is: [C:1]([C@:3]1([CH2:24][O:25][CH2:26][C:27]2[CH:32]=[CH:31][CH:30]=[CH:29][CH:28]=2)[O:11][C@@H:6]([N:33]2[CH:40]=[CH:39][C:37](=[O:38])[NH:36][C:34]2=[O:35])[C@H:5]([O:12][C:13](=[O:15])[CH3:14])[C@@H:4]1[O:16][CH2:17][C:18]1[CH:19]=[CH:20][CH:21]=[CH:22][CH:23]=1)#[CH:2].